Task: Predict the product of the given reaction.. Dataset: Forward reaction prediction with 1.9M reactions from USPTO patents (1976-2016) (1) Given the reactants [OH:1][C:2]1[C:11]2[C:6](=[CH:7][CH:8]=[C:9]([C:12]([O:14][CH2:15][CH2:16][Si:17]([CH3:20])([CH3:19])[CH3:18])=[O:13])[CH:10]=2)[CH:5]=[N:4][CH:3]=1.N1C=CC=CC=1.[F:27][C:28]([F:41])([F:40])[S:29](O[S:29]([C:28]([F:41])([F:40])[F:27])(=[O:31])=[O:30])(=[O:31])=[O:30], predict the reaction product. The product is: [F:27][C:28]([F:41])([F:40])[S:29]([O:1][C:2]1[C:11]2[C:6](=[CH:7][CH:8]=[C:9]([C:12]([O:14][CH2:15][CH2:16][Si:17]([CH3:20])([CH3:19])[CH3:18])=[O:13])[CH:10]=2)[CH:5]=[N:4][CH:3]=1)(=[O:31])=[O:30]. (2) Given the reactants C[O:2][C:3]([C:5]1[S:9][C:8]([N:10]2[C:14]3[CH:15]=[C:16]([O:21][CH3:22])[C:17]([O:19][CH3:20])=[CH:18][C:13]=3[N:12]=[CH:11]2)=[N:7][C:6]=1Br)=[O:4].[Br:24][C:25]1[CH:26]=[C:27](B(O)O)[CH:28]=[CH:29][CH:30]=1, predict the reaction product. The product is: [Br:24][C:25]1[CH:30]=[C:29]([C:6]2[N:7]=[C:8]([N:10]3[C:14]4[CH:15]=[C:16]([O:21][CH3:22])[C:17]([O:19][CH3:20])=[CH:18][C:13]=4[N:12]=[CH:11]3)[S:9][C:5]=2[C:3]([OH:2])=[O:4])[CH:28]=[CH:27][CH:26]=1. (3) Given the reactants N1CC(=O)NC1=O.[NH2:8][C@@H:9]([C:14]([OH:16])=[O:15])[C@H:10]([CH2:12][CH3:13])[CH3:11].N1CC(=O)NC1=O.N[C@H](C(O)=O)[C@H](CC)C.N1CC(=O)NC1=O.C(N[C@H](C(O)=O)[C@H](CC)C)(=O)N, predict the reaction product. The product is: [NH2:8][C@H:9]([C:14]([OH:16])=[O:15])[C@H:10]([CH2:12][CH3:13])[CH3:11]. (4) Given the reactants [F:1][C:2]1[CH:7]=[CH:6][CH:5]=[C:4]([F:8])[C:3]=1[C:9]1[C:18]2[CH:17]=[C:16]([F:19])[CH:15]=[CH:14][C:13]=2[C:12]2=[N:20][N:21]([CH2:37][O:38][CH2:39][CH2:40][Si:41]([CH3:44])([CH3:43])[CH3:42])[C:22]([NH:23][CH:24]3[CH2:29][CH2:28][N:27](C(OC(C)(C)C)=O)[CH2:26][CH2:25]3)=[C:11]2[N:10]=1.CO.Cl.C(=O)(O)[O-].[Na+], predict the reaction product. The product is: [F:8][C:4]1[CH:5]=[CH:6][CH:7]=[C:2]([F:1])[C:3]=1[C:9]1[C:18]2[CH:17]=[C:16]([F:19])[CH:15]=[CH:14][C:13]=2[C:12]2=[N:20][N:21]([CH2:37][O:38][CH2:39][CH2:40][Si:41]([CH3:44])([CH3:43])[CH3:42])[C:22]([NH:23][CH:24]3[CH2:25][CH2:26][NH:27][CH2:28][CH2:29]3)=[C:11]2[N:10]=1. (5) Given the reactants [CH3:1][O-].[Na+].[N:4]#[C:5][NH2:6].[Cl:7][C:8]1[CH:13]=[C:12]([N:14]=[C:15]=[S:16])[CH:11]=[C:10]([Cl:17])[N:9]=1.IC, predict the reaction product. The product is: [C:5](/[N:6]=[C:15](\[S:16][CH3:1])/[NH:14][C:12]1[CH:11]=[C:10]([Cl:17])[N:9]=[C:8]([Cl:7])[CH:13]=1)#[N:4]. (6) Given the reactants [NH2:1][C:2]1[C:11]([NH2:12])=[C:10]2[C:5]([C:6](=[O:23])[C:7]([C:16]3[CH:21]=[CH:20][C:19]([Cl:22])=[CH:18][CH:17]=3)=[C:8]([CH:13]([CH3:15])[CH3:14])[O:9]2)=[CH:4][CH:3]=1.[N:24]([O-])=O.[Na+], predict the reaction product. The product is: [Cl:22][C:19]1[CH:18]=[CH:17][C:16]([C:7]2[C:6](=[O:23])[C:5]3[C:10]([O:9][C:8]=2[CH:13]([CH3:14])[CH3:15])=[C:11]2[N:12]=[N:24][NH:1][C:2]2=[CH:3][CH:4]=3)=[CH:21][CH:20]=1.